Dataset: NCI-60 drug combinations with 297,098 pairs across 59 cell lines. Task: Regression. Given two drug SMILES strings and cell line genomic features, predict the synergy score measuring deviation from expected non-interaction effect. (1) Drug 1: CN(CC1=CN=C2C(=N1)C(=NC(=N2)N)N)C3=CC=C(C=C3)C(=O)NC(CCC(=O)O)C(=O)O. Drug 2: CC1CCC2CC(C(=CC=CC=CC(CC(C(=O)C(C(C(=CC(C(=O)CC(OC(=O)C3CCCCN3C(=O)C(=O)C1(O2)O)C(C)CC4CCC(C(C4)OC)O)C)C)O)OC)C)C)C)OC. Cell line: MDA-MB-435. Synergy scores: CSS=9.78, Synergy_ZIP=-3.31, Synergy_Bliss=1.12, Synergy_Loewe=-5.30, Synergy_HSA=-0.217. (2) Drug 1: CC1=CC=C(C=C1)C2=CC(=NN2C3=CC=C(C=C3)S(=O)(=O)N)C(F)(F)F. Drug 2: C1C(C(OC1N2C=C(C(=O)NC2=O)F)CO)O. Cell line: HOP-92. Synergy scores: CSS=18.1, Synergy_ZIP=-5.61, Synergy_Bliss=-2.93, Synergy_Loewe=-3.16, Synergy_HSA=1.80. (3) Drug 1: CC1=C(C=C(C=C1)NC2=NC=CC(=N2)N(C)C3=CC4=NN(C(=C4C=C3)C)C)S(=O)(=O)N.Cl. Drug 2: CN(C(=O)NC(C=O)C(C(C(CO)O)O)O)N=O. Cell line: MCF7. Synergy scores: CSS=-6.88, Synergy_ZIP=1.29, Synergy_Bliss=-8.39, Synergy_Loewe=-11.0, Synergy_HSA=-11.3. (4) Drug 1: CC1C(C(=O)NC(C(=O)N2CCCC2C(=O)N(CC(=O)N(C(C(=O)O1)C(C)C)C)C)C(C)C)NC(=O)C3=C4C(=C(C=C3)C)OC5=C(C(=O)C(=C(C5=N4)C(=O)NC6C(OC(=O)C(N(C(=O)CN(C(=O)C7CCCN7C(=O)C(NC6=O)C(C)C)C)C)C(C)C)C)N)C. Drug 2: C1=CC=C(C(=C1)C(C2=CC=C(C=C2)Cl)C(Cl)Cl)Cl. Cell line: SNB-19. Synergy scores: CSS=33.9, Synergy_ZIP=-5.23, Synergy_Bliss=2.00, Synergy_Loewe=-21.8, Synergy_HSA=1.29. (5) Drug 1: C1CCC(CC1)NC(=O)N(CCCl)N=O. Drug 2: C(=O)(N)NO. Cell line: RPMI-8226. Synergy scores: CSS=50.1, Synergy_ZIP=5.26, Synergy_Bliss=6.03, Synergy_Loewe=-22.5, Synergy_HSA=6.37. (6) Drug 1: C1=CC=C(C=C1)NC(=O)CCCCCCC(=O)NO. Drug 2: CCC1=C2N=C(C=C(N2N=C1)NCC3=C[N+](=CC=C3)[O-])N4CCCCC4CCO. Cell line: T-47D. Synergy scores: CSS=49.9, Synergy_ZIP=2.03, Synergy_Bliss=0.389, Synergy_Loewe=-1.81, Synergy_HSA=1.80. (7) Drug 1: CCC1=CC2CC(C3=C(CN(C2)C1)C4=CC=CC=C4N3)(C5=C(C=C6C(=C5)C78CCN9C7C(C=CC9)(C(C(C8N6C)(C(=O)OC)O)OC(=O)C)CC)OC)C(=O)OC.C(C(C(=O)O)O)(C(=O)O)O. Cell line: DU-145. Drug 2: CC(C)CN1C=NC2=C1C3=CC=CC=C3N=C2N. Synergy scores: CSS=47.5, Synergy_ZIP=-1.02, Synergy_Bliss=0.954, Synergy_Loewe=-11.4, Synergy_HSA=0.746.